Predict the reaction yield, written as a fraction of the theoretical maximum amount of product (1.0 means a 100% yield; for example, 0.34 means a 34% yield). From a dataset of Reaction yield outcomes from USPTO patents with 853,638 reactions. The reactants are [CH3:1][O:2][C:3]1[CH:23]=[CH:22][C:6]([C:7]([C:9](=[CH:15][C:16]2[O:17][C:18]([CH3:21])=[CH:19][CH:20]=2)[C:10]([O:12][CH2:13][CH3:14])=[O:11])=O)=[CH:5][CH:4]=1.[NH2:24][C:25]1[CH:29]=[C:28]([CH3:30])[NH:27][N:26]=1.C(C1C(=O)C(Cl)=C(Cl)C(=O)C=1C#N)#N.C([O-])(O)=O.[Na+]. The catalyst is CCCCO.C1COCC1. The product is [CH3:1][O:2][C:3]1[CH:23]=[CH:22][C:6]([C:7]2[N:24]=[C:25]3[NH:26][N:27]=[C:28]([CH3:30])[C:29]3=[C:15]([C:16]3[O:17][C:18]([CH3:21])=[CH:19][CH:20]=3)[C:9]=2[C:10]([O:12][CH2:13][CH3:14])=[O:11])=[CH:5][CH:4]=1. The yield is 0.150.